This data is from Reaction yield outcomes from USPTO patents with 853,638 reactions. The task is: Predict the reaction yield, written as a fraction of the theoretical maximum amount of product (1.0 means a 100% yield; for example, 0.34 means a 34% yield). (1) The catalyst is C1COCC1. The yield is 0.730. The reactants are C(N(CC)CC)C.Cl.[CH3:9][NH:10][CH2:11][C:12]1[CH:20]=[CH:19][CH:18]=[C:17]2[C:13]=1[CH2:14][N:15]([CH:22]1[CH2:27][CH2:26][C:25](=[O:28])[NH:24][C:23]1=[O:29])[C:16]2=[O:21].[CH3:30][O:31][C:32]1[CH:33]=[C:34]([N:38]=[C:39]=[O:40])[CH:35]=[CH:36][CH:37]=1. The product is [O:29]=[C:23]1[CH:22]([N:15]2[CH2:14][C:13]3[C:17](=[CH:18][CH:19]=[CH:20][C:12]=3[CH2:11][N:10]([CH3:9])[C:39]([NH:38][C:34]3[CH:35]=[CH:36][CH:37]=[C:32]([O:31][CH3:30])[CH:33]=3)=[O:40])[C:16]2=[O:21])[CH2:27][CH2:26][C:25](=[O:28])[NH:24]1. (2) The reactants are [OH:1][C@H:2]([CH2:16][OH:17])[CH2:3][O:4][C:5]1[CH:10]=[CH:9][CH:8]=[CH:7][C:6]=1[CH2:11][CH2:12][CH2:13][CH2:14][NH2:15].C(NCCCCC1C=CC=CC=1OC[C@@H](O)CO)(OCC1C=CC=CC=1)=O. No catalyst specified. The product is [OH:1][C@@H:2]([CH2:16][OH:17])[CH2:3][O:4][C:5]1[CH:10]=[CH:9][CH:8]=[CH:7][C:6]=1[CH2:11][CH2:12][CH2:13][CH2:14][NH2:15]. The yield is 0.990. (3) The reactants are [H-].[Al+3].[H-].[H-].[CH3:5][C:6]([CH2:14][CH2:15][CH2:16][CH:17]([CH3:24])[CH2:18][CH2:19][CH2:20][CH:21]([CH3:23])[CH3:22])=[CH:7][CH2:8][CH2:9][C:10](OC)=[O:11].S([O-])([O-])(=O)=O.[Na+].[Na+]. The catalyst is O1CCCC1. The product is [CH3:5][C:6]([CH2:14][CH2:15][CH2:16][CH:17]([CH3:24])[CH2:18][CH2:19][CH2:20][CH:21]([CH3:23])[CH3:22])=[CH:7][CH2:8][CH2:9][CH2:10][OH:11]. The yield is 1.00. (4) The reactants are [Br:1][C:2]1[CH:3]=[C:4]2[C:9](=[CH:10][CH:11]=1)[N:8]=[CH:7][C:6]([C:12]([CH:14]1[CH2:16][CH2:15]1)=[O:13])=[C:5]2Cl.[NH2:18][CH2:19][C@H:20]1[CH2:25][CH2:24][C@H:23]([N:26]([CH3:28])[CH3:27])[CH2:22][CH2:21]1. No catalyst specified. The product is [Br:1][C:2]1[CH:3]=[C:4]2[C:9](=[CH:10][CH:11]=1)[N:8]=[CH:7][C:6]([C:12]([CH:14]1[CH2:16][CH2:15]1)=[O:13])=[C:5]2[NH:18][CH2:19][C@H:20]1[CH2:25][CH2:24][C@H:23]([N:26]([CH3:28])[CH3:27])[CH2:22][CH2:21]1. The yield is 0.590. (5) The reactants are [Cl:1][C:2]1[N:7]=[C:6](Cl)[CH:5]=[CH:4][N:3]=1.[CH:9]1(B(O)O)[CH2:11][CH2:10]1.P([O-])([O-])([O-])=O.[K+].[K+].[K+]. The catalyst is C1COCC1.O.C1C=CC(P([C]2[CH][CH][CH][CH]2)C2C=CC=CC=2)=CC=1.C1C=CC(P([C]2[CH][CH][CH][CH]2)C2C=CC=CC=2)=CC=1.Cl[Pd]Cl.[Fe]. The product is [Cl:1][C:2]1[N:7]=[C:6]([CH:9]2[CH2:11][CH2:10]2)[CH:5]=[CH:4][N:3]=1. The yield is 0.380. (6) The reactants are [F:1][C:2]1[CH:7]=[CH:6][C:5]([F:8])=[CH:4][C:3]=1[O:9][C:10]1[CH:15]=[CH:14][C:13](I)=[CH:12][CH:11]=1.[CH3:17][C:18]1([CH3:34])[C:22]([CH3:24])([CH3:23])[O:21][B:20]([B:20]2[O:21][C:22]([CH3:24])([CH3:23])[C:18]([CH3:34])([CH3:17])[O:19]2)[O:19]1.C([O-])(=O)C.[K+]. The catalyst is CN(C)C=O.O.CC([O-])=O.CC([O-])=O.[Pd+2]. The product is [F:1][C:2]1[CH:7]=[CH:6][C:5]([F:8])=[CH:4][C:3]=1[O:9][C:10]1[CH:15]=[CH:14][C:13]([B:20]2[O:21][C:22]([CH3:24])([CH3:23])[C:18]([CH3:34])([CH3:17])[O:19]2)=[CH:12][CH:11]=1. The yield is 0.750.